From a dataset of Full USPTO retrosynthesis dataset with 1.9M reactions from patents (1976-2016). Predict the reactants needed to synthesize the given product. (1) Given the product [CH3:8][O:9][C:10](=[O:37])[C@H:11]([CH2:30][CH2:31][CH2:32][NH:33][C:34](=[NH:35])[NH2:36])[NH:12][C:13](=[O:22])[C:14]1[CH:19]=[CH:18][C:17]([NH:20][NH2:21])=[CH:16][CH:15]=1, predict the reactants needed to synthesize it. The reactants are: FC(F)(F)C(O)=O.[CH3:8][O:9][C:10](=[O:37])[C@H:11]([CH2:30][CH2:31][CH2:32][NH:33][C:34](=[NH:36])[NH2:35])[N:12](C(OC(C)(C)C)=O)[C:13](=[O:22])[C:14]1[CH:19]=[CH:18][C:17]([NH:20][NH2:21])=[CH:16][CH:15]=1. (2) Given the product [Cl:4][C:10]1[C:11](=[O:13])[O:12][C:7]([CH3:14])([CH3:6])[O:8][CH:9]=1, predict the reactants needed to synthesize it. The reactants are: S(Cl)([Cl:4])(=O)=O.[CH3:6][C:7]1([CH3:14])[O:12][C:11](=[O:13])[CH:10]=[CH:9][O:8]1.O. (3) Given the product [F:13][C:10]([F:11])([F:12])[C:7]1[CH:8]=[CH:9][C:4]([C:2](=[O:3])[CH:1]=[O:15])=[CH:5][CH:6]=1, predict the reactants needed to synthesize it. The reactants are: [CH3:1][C:2]([C:4]1[CH:9]=[CH:8][C:7]([C:10]([F:13])([F:12])[F:11])=[CH:6][CH:5]=1)=[O:3].Br.[OH2:15]. (4) Given the product [CH2:1]([O:8][C:9]1[CH:17]=[C:16]([O:18][CH2:19][C:20]2[CH:21]=[CH:22][CH:23]=[CH:24][CH:25]=2)[C:15]([Br:26])=[CH:14][C:10]=1[C:11]([NH:44][CH2:43][CH2:42][CH2:41][O:40][CH3:39])=[O:13])[C:2]1[CH:7]=[CH:6][CH:5]=[CH:4][CH:3]=1, predict the reactants needed to synthesize it. The reactants are: [CH2:1]([O:8][C:9]1[CH:17]=[C:16]([O:18][CH2:19][C:20]2[CH:25]=[CH:24][CH:23]=[CH:22][CH:21]=2)[C:15]([Br:26])=[CH:14][C:10]=1[C:11]([OH:13])=O)[C:2]1[CH:7]=[CH:6][CH:5]=[CH:4][CH:3]=1.C(N1C=CN=C1)(N1C=CN=C1)=O.[CH3:39][O:40][CH2:41][CH2:42][CH2:43][NH2:44]. (5) Given the product [C:9]([O:8][CH2:7][CH:6]([C:12]1[CH:17]=[CH:16][C:15]([NH2:18])=[C:14]([Br:26])[CH:13]=1)[CH2:5][O:4][C:1](=[O:3])[CH3:2])(=[O:11])[CH3:10], predict the reactants needed to synthesize it. The reactants are: [C:1]([O:4][CH2:5][CH:6]([C:12]1[CH:17]=[CH:16][C:15]([NH2:18])=[CH:14][CH:13]=1)[CH2:7][O:8][C:9](=[O:11])[CH3:10])(=[O:3])[CH3:2].C1C(=O)N([Br:26])C(=O)C1. (6) Given the product [CH3:38][O:39][C:40](=[O:50])[CH2:41][C:42]1[CH:47]=[CH:46][C:45]([C:79]2[CH:80]=[CH:81][C:76]([C:53]([CH2:54][CH3:55])([C:56]3[CH:61]=[CH:60][C:59]([C:62]#[C:63][C:64]4([O:70][Si:71]([CH3:73])([CH3:74])[CH3:72])[CH2:69][CH2:68][CH2:67][CH2:66][CH2:65]4)=[C:58]([CH3:75])[CH:57]=3)[CH2:51][CH3:52])=[CH:77][C:78]=2[CH3:91])=[CH:44][C:43]=1[F:49], predict the reactants needed to synthesize it. The reactants are: C1(P(C2CCCCC2)C2C=CC=CC=2C2C(OC)=CC=CC=2OC)CCCCC1.P([O-])([O-])([O-])=O.[K+].[K+].[K+].[CH3:38][O:39][C:40](=[O:50])[CH2:41][C:42]1[CH:47]=[CH:46][C:45](Cl)=[CH:44][C:43]=1[F:49].[CH2:51]([C:53]([C:76]1[CH:81]=[CH:80][C:79](B2OC(C)(C)C(C)(C)O2)=[C:78]([CH3:91])[CH:77]=1)([C:56]1[CH:61]=[CH:60][C:59]([C:62]#[C:63][C:64]2([O:70][Si:71]([CH3:74])([CH3:73])[CH3:72])[CH2:69][CH2:68][CH2:67][CH2:66][CH2:65]2)=[C:58]([CH3:75])[CH:57]=1)[CH2:54][CH3:55])[CH3:52].